Dataset: Forward reaction prediction with 1.9M reactions from USPTO patents (1976-2016). Task: Predict the product of the given reaction. (1) Given the reactants C([O:3][C:4](=[O:32])[CH:5]([O:29][CH2:30][CH3:31])[CH2:6][C:7]1[CH:12]=[CH:11][C:10]([O:13][CH2:14][C:15]2[N:16]=[C:17]([C:20]3[CH:25]=[CH:24][CH:23]=[C:22]([O:26][CH3:27])[CH:21]=3)[O:18][CH:19]=2)=[CH:9][C:8]=1[CH3:28])C.[Li+].[OH-], predict the reaction product. The product is: [CH2:30]([O:29][CH:5]([CH2:6][C:7]1[CH:12]=[CH:11][C:10]([O:13][CH2:14][C:15]2[N:16]=[C:17]([C:20]3[CH:25]=[CH:24][CH:23]=[C:22]([O:26][CH3:27])[CH:21]=3)[O:18][CH:19]=2)=[CH:9][C:8]=1[CH3:28])[C:4]([OH:32])=[O:3])[CH3:31]. (2) Given the reactants C([O:8][C:9](=[O:41])[C@H:10]([CH2:26][CH2:27][CH2:28][CH2:29][NH:30][C:31]([O:33][CH2:34]C1C=CC=CC=1)=[O:32])[N:11](CC1CC1)[S:12]([C:15]1[CH:20]=[CH:19][C:18]([CH3:21])=[CH:17][CH:16]=1)(=[O:14])=[O:13])C1C=CC=CC=1.[CH:42]1[C:54]2[CH:53](COC(ON3C(=O)CCC3=O)=O)[C:52]3[C:47](=[CH:48][CH:49]=[CH:50][CH:51]=3)[C:46]=2[CH:45]=[CH:44][CH:43]=1, predict the reaction product. The product is: [CH2:21]([N:11]([S:12]([C:15]1[CH:16]=[CH:17][C:18]([CH3:21])=[CH:19][CH:20]=1)(=[O:14])=[O:13])[C@H:10]([C:9]([OH:8])=[O:41])[CH2:26][CH2:27][CH2:28][CH2:29][NH:30][C:31]([O:33][CH2:34][CH:53]1[C:52]2[CH:47]=[CH:48][CH:49]=[CH:50][C:51]=2[C:46]2[C:54]1=[CH:42][CH:43]=[CH:44][CH:45]=2)=[O:32])[C:18]1[CH:19]=[CH:20][CH:15]=[CH:16][CH:17]=1. (3) Given the reactants [Cl:1][CH2:2][C:3](=O)[CH2:4]Cl.[N:7]1[CH:12]=[CH:11][CH:10]=[CH:9][C:8]=1[NH2:13], predict the reaction product. The product is: [Cl:1][CH2:2][C:3]1[N:13]=[C:8]2[CH:9]=[CH:10][CH:11]=[CH:12][N:7]2[CH:4]=1. (4) Given the reactants [F:1][C:2]1[C:10]2[S:9][C:8]([C:11]([O:13]C)=[O:12])=[CH:7][C:6]=2[C:5]([O:15][CH3:16])=[CH:4][CH:3]=1.[OH-].[Na+].CO, predict the reaction product. The product is: [F:1][C:2]1[C:10]2[S:9][C:8]([C:11]([OH:13])=[O:12])=[CH:7][C:6]=2[C:5]([O:15][CH3:16])=[CH:4][CH:3]=1. (5) Given the reactants [I-].[K+].[CH2:3]([C@:5]1([OH:37])[CH2:29][C@@H:9]2[CH2:10][CH2:11][CH2:12][C:13]3[C:14](=[CH:15][C:16]4[CH:17]=[N:18][N:19]([C:22]5[CH:27]=[CH:26][C:25]([F:28])=[CH:24][CH:23]=5)[C:20]=4[CH:21]=3)[C@:8]2([CH2:30][C:31]2[CH:36]=[CH:35][CH:34]=[CH:33][N:32]=2)[CH2:7][CH2:6]1)[CH3:4].[O:38](C(C)(C)C)O, predict the reaction product. The product is: [CH2:3]([C@:5]1([OH:37])[CH2:29][C@@H:9]2[CH2:10][CH2:11][C:12](=[O:38])[C:13]3[C:14](=[CH:15][C:16]4[CH:17]=[N:18][N:19]([C:22]5[CH:23]=[CH:24][C:25]([F:28])=[CH:26][CH:27]=5)[C:20]=4[CH:21]=3)[C@:8]2([CH2:30][C:31]2[CH:36]=[CH:35][CH:34]=[CH:33][N:32]=2)[CH2:7][CH2:6]1)[CH3:4]. (6) Given the reactants [Br:1][C:2]1[CH:7]=[CH:6][C:5]([S:8](Cl)(=[O:10])=[O:9])=[CH:4][CH:3]=1.[NH2:12][C:13]1[C:14]([CH3:22])=[C:15]([CH:19]=[CH:20][CH:21]=1)[C:16]([OH:18])=[O:17], predict the reaction product. The product is: [Br:1][C:2]1[CH:7]=[CH:6][C:5]([S:8]([NH:12][C:13]2[C:14]([CH3:22])=[C:15]([CH:19]=[CH:20][CH:21]=2)[C:16]([OH:18])=[O:17])(=[O:10])=[O:9])=[CH:4][CH:3]=1. (7) Given the reactants [CH:1]1([N:6]([CH2:11][CH2:12][C:13]2[CH:18]=[CH:17][C:16]([O:19][CH3:20])=[CH:15][CH:14]=2)[C:7](=O)[O:8]C)[CH2:5][CH2:4][CH2:3][CH2:2]1.O=P12OP3(OP(OP(O3)(O1)=O)(=O)O2)=O, predict the reaction product. The product is: [CH:1]1([N:6]2[CH2:11][CH2:12][C:13]3[C:18](=[CH:17][C:16]([O:19][CH3:20])=[CH:15][CH:14]=3)[C:7]2=[O:8])[CH2:5][CH2:4][CH2:3][CH2:2]1.